From a dataset of Peptide-MHC class I binding affinity with 185,985 pairs from IEDB/IMGT. Regression. Given a peptide amino acid sequence and an MHC pseudo amino acid sequence, predict their binding affinity value. This is MHC class I binding data. The peptide sequence is GTSIFAGHLK. The MHC is HLA-A11:01 with pseudo-sequence HLA-A11:01. The binding affinity (normalized) is 0.708.